Dataset: Full USPTO retrosynthesis dataset with 1.9M reactions from patents (1976-2016). Task: Predict the reactants needed to synthesize the given product. (1) Given the product [NH2:65][C@@H:61]([CH2:26][CH2:27][C:28]([NH:30][C@H:31]([C:54]([NH:56][CH2:57][C:58]([OH:60])=[O:59])=[O:55])[CH2:32][SH:33])=[O:29])[C:62]([OH:64])=[O:63], predict the reactants needed to synthesize it. The reactants are: P([O-])([O-])([O-])=O.C(N(CC(O)=O)CC(O)=O)CN(CC(O)=O)CC(O)=O.[CH2:26]([C@H:61]([NH2:65])[C:62]([OH:64])=[O:63])[CH2:27][C:28]([NH:30][C@H:31]([C:54]([NH:56][CH2:57][C:58]([OH:60])=[O:59])=[O:55])[CH2:32][S:33][S:33][CH2:32][C@H:31]([NH:30][C:28]([CH2:27][CH2:26][C@H:61]([NH2:65])[C:62]([OH:64])=[O:63])=[O:29])[C:54]([NH:56][CH2:57][C:58]([OH:60])=[O:59])=[O:55])=[O:29].C1N=C(N)C2N=CN([C@@H]3O[C@H](COP(OP(OC[C@H]4O[C@@H](N5C=C(C(N)=O)CC=C5)[C@H](O)[C@@H]4O)(O)=O)(O)=O)[C@@H](O)[C@H]3OP(O)(O)=O)C=2N=1.C1C(SSC2C=CC([N+]([O-])=O)=C(C(O)=O)C=2)=CC(C(O)=O)=C([N+]([O-])=O)C=1. (2) Given the product [Cl:28][C:25]1[CH:24]=[CH:23][C:22]([CH2:21][C:9]2[C:10]([O:17][CH:18]([F:19])[F:20])=[N:11][C:12]3[C:7]([C:8]=2[CH3:29])=[C:6]([O:5][CH2:4][C:3]([OH:30])=[O:2])[CH:15]=[CH:14][C:13]=3[F:16])=[CH:27][CH:26]=1, predict the reactants needed to synthesize it. The reactants are: C[O:2][C:3](=[O:30])[CH2:4][O:5][C:6]1[CH:15]=[CH:14][C:13]([F:16])=[C:12]2[C:7]=1[C:8]([CH3:29])=[C:9]([CH2:21][C:22]1[CH:27]=[CH:26][C:25]([Cl:28])=[CH:24][CH:23]=1)[C:10]([O:17][CH:18]([F:20])[F:19])=[N:11]2.O1CCCC1.[OH-].[Li+].Cl. (3) The reactants are: [CH3:1][S:2]([C:5]1[CH:10]=[CH:9][C:8]([CH:11]2[O:15]C(=O)[NH:13][CH:12]2[CH2:17][C:18]2[CH:23]=[CH:22][CH:21]=[C:20]([O:24][C:25]([F:30])([F:29])[CH:26]([F:28])[F:27])[CH:19]=2)=[CH:7][CH:6]=1)(=[O:4])=[O:3].[OH-].[Na+].O. Given the product [NH2:13][CH:12]([CH2:17][C:18]1[CH:23]=[CH:22][CH:21]=[C:20]([O:24][C:25]([F:30])([F:29])[CH:26]([F:28])[F:27])[CH:19]=1)[CH:11]([C:8]1[CH:7]=[CH:6][C:5]([S:2]([CH3:1])(=[O:3])=[O:4])=[CH:10][CH:9]=1)[OH:15], predict the reactants needed to synthesize it. (4) Given the product [Br-:20].[OH:2][C@@H:3]1[CH:8]2[CH2:9][CH2:10][N+:5]([CH2:11][C:12](=[O:19])[NH:13][C:14]3[CH:18]=[C:17]([CH3:21])[O:16][N:15]=3)([CH2:6][CH2:7]2)[CH2:4]1, predict the reactants needed to synthesize it. The reactants are: [Br-].[OH:2][C@@H:3]1[CH:8]2[CH2:9][CH2:10][N+:5]([CH2:11][C:12](=[O:19])[NH:13][C:14]3[CH:18]=[CH:17][O:16][N:15]=3)([CH2:6][CH2:7]2)[CH2:4]1.[Br:20][CH2:21]C(NC1C=C(C)ON=1)=O.